Dataset: NCI-60 drug combinations with 297,098 pairs across 59 cell lines. Task: Regression. Given two drug SMILES strings and cell line genomic features, predict the synergy score measuring deviation from expected non-interaction effect. (1) Synergy scores: CSS=60.1, Synergy_ZIP=2.98, Synergy_Bliss=2.93, Synergy_Loewe=-14.2, Synergy_HSA=3.35. Drug 1: CC12CCC3C(C1CCC2=O)CC(=C)C4=CC(=O)C=CC34C. Drug 2: C1=NC2=C(N=C(N=C2N1C3C(C(C(O3)CO)O)F)Cl)N. Cell line: OVCAR3. (2) Drug 1: C1CCC(C1)C(CC#N)N2C=C(C=N2)C3=C4C=CNC4=NC=N3. Drug 2: CC1=CC=C(C=C1)C2=CC(=NN2C3=CC=C(C=C3)S(=O)(=O)N)C(F)(F)F. Cell line: T-47D. Synergy scores: CSS=1.20, Synergy_ZIP=0.450, Synergy_Bliss=1.58, Synergy_Loewe=-4.77, Synergy_HSA=-3.48.